Task: Predict the product of the given reaction.. Dataset: Forward reaction prediction with 1.9M reactions from USPTO patents (1976-2016) Given the reactants C(O[C:6]([N:8]1[CH2:12][C:11](=[N:13][O:14][CH3:15])[CH2:10][C@H:9]1[C:16]([OH:18])=O)=[O:7])(C)(C)C.[CH3:19][C:20]1[CH:25]=[CH:24][CH:23]=[CH:22][C:21]=1[C:26]1[CH:31]=[CH:30][C:29](C(O)=O)=[CH:28][CH:27]=1.[NH:35]1[CH2:40][CH2:39][CH:38]([OH:41])[CH2:37][CH2:36]1, predict the reaction product. The product is: [CH3:15][O:14][N:13]=[C:11]1[CH2:10][C@@H:9]([C:16]([N:35]2[CH2:40][CH2:39][CH:38]([OH:41])[CH2:37][CH2:36]2)=[O:18])[N:8]([C:6]([C:29]2[CH:28]=[CH:27][C:26]([C:21]3[CH:22]=[CH:23][CH:24]=[CH:25][C:20]=3[CH3:19])=[CH:31][CH:30]=2)=[O:7])[CH2:12]1.